From a dataset of Catalyst prediction with 721,799 reactions and 888 catalyst types from USPTO. Predict which catalyst facilitates the given reaction. (1) Reactant: C([O:3][C:4](=[O:16])[CH2:5][N:6]1[CH2:15][CH2:14][C:13]2[C:8](=[CH:9][CH:10]=[CH:11][CH:12]=2)[CH2:7]1)C.[OH-].[Na+].Cl. Product: [CH2:7]1[C:8]2[C:13](=[CH:12][CH:11]=[CH:10][CH:9]=2)[CH2:14][CH2:15][N:6]1[CH2:5][C:4]([OH:16])=[O:3]. The catalyst class is: 5. (2) Reactant: [Br:1][CH2:2][CH2:3][CH2:4][CH2:5][OH:6].[O:7]1[CH:12]=[CH:11][CH2:10][CH2:9][CH2:8]1.CC1C=CC(S(O)(=O)=O)=CC=1. Product: [Br:1][CH2:2][CH2:3][CH2:4][CH2:5][O:6][CH:8]1[CH2:9][CH2:10][CH2:11][CH2:12][O:7]1. The catalyst class is: 34. (3) The catalyst class is: 1. Product: [O:3]1[CH:4]=[CH:5][CH:6]=[C:2]1[C:15]([C:17]1[CH2:24][CH:23]2[CH:19]([CH2:20][N:21]([C:25]([O:27][C:28]([CH3:31])([CH3:30])[CH3:29])=[O:26])[CH2:22]2)[CH:18]=1)=[O:16]. Reactant: Br[C:2]1[O:3][CH:4]=[CH:5][CH:6]=1.[Li]CCCC.CON(C)[C:15]([C:17]1[CH2:24][CH:23]2[CH:19]([CH2:20][N:21]([C:25]([O:27][C:28]([CH3:31])([CH3:30])[CH3:29])=[O:26])[CH2:22]2)[CH:18]=1)=[O:16].